The task is: Predict the reactants needed to synthesize the given product.. This data is from Full USPTO retrosynthesis dataset with 1.9M reactions from patents (1976-2016). (1) Given the product [C@H:44]1([NH:43][C:36]([C:34]2[N:35]=[C:31]([C:7]3[C:6]([C:4]([O:3][CH2:1][CH3:2])=[O:5])=[C:11]([CH2:12][CH2:13][C:14]4[CH:15]=[CH:16][C:17]([C:20]([F:22])([F:21])[F:23])=[CH:18][CH:19]=4)[N:10]=[C:9]4[N:24]5[CH2:30][CH2:29][CH2:28][N:25]5[C:26](=[O:27])[C:8]=34)[O:32][CH:33]=2)=[O:38])[C:54]2[C:53](=[CH:52][CH:51]=[CH:50][CH:55]=2)[CH2:46][CH2:45]1, predict the reactants needed to synthesize it. The reactants are: [CH2:1]([O:3][C:4]([C:6]1[C:7]([C:31]2[O:32][CH:33]=[C:34]([C:36]([OH:38])=O)[N:35]=2)=[C:8]2[C:26](=[O:27])[N:25]3[CH2:28][CH2:29][CH2:30][N:24]3[C:9]2=[N:10][C:11]=1[CH2:12][CH2:13][C:14]1[CH:19]=[CH:18][C:17]([C:20]([F:23])([F:22])[F:21])=[CH:16][CH:15]=1)=[O:5])[CH3:2].CCN=C=[N:43][CH2:44][CH2:45][CH2:46]N(C)C.[CH:50]1[CH:51]=[CH:52][C:53]2N(O)N=N[C:54]=2[CH:55]=1.Cl. (2) The reactants are: [CH2:1]([CH:3]([O:6][C:7]1[C:16]2[NH:15][C:14](=O)[CH2:13][N:12]([C:18]3[C:23]([CH3:24])=[CH:22][C:21]([CH3:25])=[CH:20][C:19]=3[CH3:26])[C:11]=2[N:10]=[C:9]([CH3:27])[CH:8]=1)[CH2:4][CH3:5])[CH3:2].CSC.B. Given the product [CH2:1]([CH:3]([O:6][C:7]1[C:16]2[NH:15][CH2:14][CH2:13][N:12]([C:18]3[C:23]([CH3:24])=[CH:22][C:21]([CH3:25])=[CH:20][C:19]=3[CH3:26])[C:11]=2[N:10]=[C:9]([CH3:27])[CH:8]=1)[CH2:4][CH3:5])[CH3:2], predict the reactants needed to synthesize it. (3) Given the product [CH3:84][O:85][CH:75]([O:74][C:59]([C:60]1[CH:61]=[CH:62][CH:63]=[CH:64][CH:65]=1)([C:58]1[CH:80]=[CH:81][C:55]([O:54][CH3:53])=[CH:56][CH:57]=1)[C:68]1[CH:73]=[CH:72][CH:71]=[CH:70][CH:69]=1)[CH2:76][CH2:77][CH2:78][NH:79][C:24](=[O:25])[CH2:23][NH:22][C:20](=[O:21])[CH2:19][NH:18][C:1]([O:3][CH2:4][CH:5]1[C:6]2[C:11](=[CH:10][CH:9]=[CH:8][CH:7]=2)[C:12]2[C:17]1=[CH:16][CH:15]=[CH:14][CH:13]=2)=[O:2], predict the reactants needed to synthesize it. The reactants are: [C:1]([NH:18][CH2:19][C:20]([NH:22][CH2:23][C:24](O)=[O:25])=[O:21])([O:3][CH2:4][CH:5]1[C:17]2[C:12](=[CH:13][CH:14]=[CH:15][CH:16]=2)[C:11]2[C:6]1=[CH:7][CH:8]=[CH:9][CH:10]=2)=[O:2].C1(N=C=NC2CCCCC2)CCCCC1.O.ON1C2C=CC=CC=2N=N1.[CH3:53][O:54][C:55]1[CH:81]=[CH:80][C:58]([C:59]([O:74][CH2:75][CH2:76][CH2:77][CH2:78][NH2:79])([C:68]2[CH:73]=[CH:72][CH:71]=[CH:70][CH:69]=2)[C:60]2[CH:65]=[CH:64][C:63](OC)=[CH:62][CH:61]=2)=[CH:57][CH:56]=1.CN(C)[CH:84]=[O:85]. (4) The reactants are: [OH:1][CH2:2][C:3]1[CH:8]=[CH:7][CH:6]=[CH:5][C:4]=1[Si:9]([CH3:19])([CH3:18])/[CH:10]=[CH:11]/[CH2:12][CH2:13][CH2:14][CH2:15][CH2:16][CH3:17].C1(C#C)C=CC=CC=1.C[SiH](C)C1C=CC=CC=1COC1CCCCO1.C#CCCCCCC. Given the product [OH:1][CH2:2][C:3]1[CH:8]=[CH:7][CH:6]=[CH:5][C:4]=1[Si:9]([CH3:18])([CH3:19])/[CH:10]=[CH:11]/[C:12]1[CH:17]=[CH:16][CH:15]=[CH:14][CH:13]=1, predict the reactants needed to synthesize it. (5) The reactants are: [Cl:1][C:2]1[C:10]([Cl:11])=[CH:9][CH:8]=[CH:7][C:3]=1[C:4]([OH:6])=O.[F:12][C:13]1([F:32])[CH2:18][CH2:17][N:16]([CH:19]([C:22]2[CH:23]=[N:24][C:25]([C:28]([F:31])([F:30])[F:29])=[N:26][CH:27]=2)[CH2:20][NH2:21])[CH2:15][CH2:14]1. Given the product [Cl:1][C:2]1[C:10]([Cl:11])=[CH:9][CH:8]=[CH:7][C:3]=1[C:4]([NH:21][CH2:20][CH:19]([N:16]1[CH2:15][CH2:14][C:13]([F:32])([F:12])[CH2:18][CH2:17]1)[C:22]1[CH:27]=[N:26][C:25]([C:28]([F:29])([F:30])[F:31])=[N:24][CH:23]=1)=[O:6], predict the reactants needed to synthesize it. (6) The reactants are: OC(C1CCN(CC2C=CC([N+]([O-])=O)=C(N[C@@H:19]3[CH2:24][CH2:23][C@H:22]([C:25]([OH:27])=O)[CH2:21][CH2:20]3)C=2)CC1)(C)C.C1N=C[N:33](C(N2C=NC=C2)=O)C=1.[OH-].[NH4+]. Given the product [CH:22]1([C:25]([NH2:33])=[O:27])[CH2:23][CH2:24][CH2:19][CH2:20][CH2:21]1, predict the reactants needed to synthesize it. (7) Given the product [F:26][C:21]1[CH:22]=[CH:23][CH:24]=[CH:25][C:20]=1[CH:4]([C:5]1[CH:6]=[CH:7][C:8]([C:29]2[N:34]=[CH:33][C:32]([C:35]([F:38])([F:37])[F:36])=[CH:31][N:30]=2)=[CH:9][CH:10]=1)[C:3]([O:2][CH3:1])=[O:27], predict the reactants needed to synthesize it. The reactants are: [CH3:1][O:2][C:3](=[O:27])[CH:4]([C:20]1[CH:25]=[CH:24][CH:23]=[CH:22][C:21]=1[F:26])[C:5]1[CH:10]=[CH:9][C:8](B2OC(C)(C)C(C)(C)O2)=[CH:7][CH:6]=1.Cl[C:29]1[N:34]=[CH:33][C:32]([C:35]([F:38])([F:37])[F:36])=[CH:31][N:30]=1.C([O-])([O-])=O.[K+].[K+]. (8) Given the product [Br:9][C:3]1[N:4]=[C:5]([CH2:7][N:12]2[CH2:16][CH2:15][CH2:14][C:13]2=[O:17])[S:6][CH:2]=1, predict the reactants needed to synthesize it. The reactants are: C[C:2]1[S:6][C:5]([CH2:7]Br)=[N:4][C:3]=1[Br:9].[H-].[Na+].[NH:12]1[CH2:16][CH2:15][CH2:14][C:13]1=[O:17]. (9) The reactants are: C(OCC)(=O)C.[BrH:7].[Br:8][C:9]1[CH:14]=[CH:13][C:12]([CH2:15][CH2:16][CH:17]=[CH2:18])=[CH:11][CH:10]=1. Given the product [Br:8][C:9]1[CH:14]=[CH:13][C:12]([CH2:15][CH2:16][CH2:17][CH2:18][Br:7])=[CH:11][CH:10]=1, predict the reactants needed to synthesize it.